Dataset: NCI-60 drug combinations with 297,098 pairs across 59 cell lines. Task: Regression. Given two drug SMILES strings and cell line genomic features, predict the synergy score measuring deviation from expected non-interaction effect. (1) Drug 1: C1CC(=O)NC(=O)C1N2CC3=C(C2=O)C=CC=C3N. Drug 2: CCN(CC)CCCC(C)NC1=C2C=C(C=CC2=NC3=C1C=CC(=C3)Cl)OC. Cell line: TK-10. Synergy scores: CSS=26.6, Synergy_ZIP=-0.104, Synergy_Bliss=8.34, Synergy_Loewe=-0.829, Synergy_HSA=8.72. (2) Drug 1: CC1OCC2C(O1)C(C(C(O2)OC3C4COC(=O)C4C(C5=CC6=C(C=C35)OCO6)C7=CC(=C(C(=C7)OC)O)OC)O)O. Drug 2: C1=CC(=CC=C1C#N)C(C2=CC=C(C=C2)C#N)N3C=NC=N3. Cell line: SK-MEL-2. Synergy scores: CSS=28.1, Synergy_ZIP=-11.5, Synergy_Bliss=-5.44, Synergy_Loewe=-14.9, Synergy_HSA=-4.21. (3) Cell line: KM12. Drug 2: CNC(=O)C1=NC=CC(=C1)OC2=CC=C(C=C2)NC(=O)NC3=CC(=C(C=C3)Cl)C(F)(F)F. Synergy scores: CSS=57.8, Synergy_ZIP=0.133, Synergy_Bliss=0.970, Synergy_Loewe=-14.1, Synergy_HSA=4.61. Drug 1: CS(=O)(=O)C1=CC(=C(C=C1)C(=O)NC2=CC(=C(C=C2)Cl)C3=CC=CC=N3)Cl. (4) Drug 1: CN1C(=O)N2C=NC(=C2N=N1)C(=O)N. Drug 2: CCCCCOC(=O)NC1=NC(=O)N(C=C1F)C2C(C(C(O2)C)O)O. Cell line: SK-OV-3. Synergy scores: CSS=-1.91, Synergy_ZIP=-1.08, Synergy_Bliss=-4.30, Synergy_Loewe=-3.42, Synergy_HSA=-4.21. (5) Drug 1: CS(=O)(=O)C1=CC(=C(C=C1)C(=O)NC2=CC(=C(C=C2)Cl)C3=CC=CC=N3)Cl. Drug 2: CC12CCC3C(C1CCC2O)C(CC4=C3C=CC(=C4)O)CCCCCCCCCS(=O)CCCC(C(F)(F)F)(F)F. Cell line: HCT-15. Synergy scores: CSS=11.3, Synergy_ZIP=-1.05, Synergy_Bliss=2.30, Synergy_Loewe=1.55, Synergy_HSA=1.93. (6) Drug 1: CN(C)C1=NC(=NC(=N1)N(C)C)N(C)C. Synergy scores: CSS=3.93, Synergy_ZIP=-0.00942, Synergy_Bliss=2.42, Synergy_Loewe=-10.9, Synergy_HSA=-3.25. Cell line: MALME-3M. Drug 2: C1CN1P(=S)(N2CC2)N3CC3. (7) Drug 1: C1=CN(C(=O)N=C1N)C2C(C(C(O2)CO)O)O.Cl. Drug 2: C1CN(CCN1C(=O)CCBr)C(=O)CCBr. Cell line: HCT-15. Synergy scores: CSS=35.8, Synergy_ZIP=-5.35, Synergy_Bliss=-0.359, Synergy_Loewe=-1.58, Synergy_HSA=3.82. (8) Cell line: NCI/ADR-RES. Drug 2: CN1C2=C(C=C(C=C2)N(CCCl)CCCl)N=C1CCCC(=O)O.Cl. Drug 1: CC1=C2C(C(=O)C3(C(CC4C(C3C(C(C2(C)C)(CC1OC(=O)C(C(C5=CC=CC=C5)NC(=O)C6=CC=CC=C6)O)O)OC(=O)C7=CC=CC=C7)(CO4)OC(=O)C)O)C)OC(=O)C. Synergy scores: CSS=1.71, Synergy_ZIP=4.46, Synergy_Bliss=-0.731, Synergy_Loewe=-0.666, Synergy_HSA=-1.33.